Dataset: Catalyst prediction with 721,799 reactions and 888 catalyst types from USPTO. Task: Predict which catalyst facilitates the given reaction. (1) Reactant: I[C:2]1[CH:7]=[CH:6][CH:5]=[CH:4][C:3]=1[CH2:8][CH2:9][C:10]([OH:12])=[O:11].[F:13][C:14]1[CH:15]=[C:16]([SH:20])[CH:17]=[CH:18][CH:19]=1.[OH-].[K+]. Product: [F:13][C:14]1[CH:15]=[C:16]([S:20][C:2]2[CH:7]=[CH:6][CH:5]=[CH:4][C:3]=2[CH2:8][CH2:9][C:10]([OH:12])=[O:11])[CH:17]=[CH:18][CH:19]=1. The catalyst class is: 6. (2) Reactant: [Br:1]Br.[F:3][C:4]1[C:5](NN)=[N:6][C:7]([F:10])=[CH:8][CH:9]=1.C([O-])(O)=O.[Na+].C(Cl)Cl. Product: [Br:1][C:5]1[C:4]([F:3])=[CH:9][CH:8]=[C:7]([F:10])[N:6]=1. The catalyst class is: 22. (3) Reactant: [NH2:1][C:2]1[CH:7]=[C:6]([N+:8]([O-:10])=[O:9])[CH:5]=[CH:4][C:3]=1[OH:11].[C:12](O)(=O)[C:13]1[CH:18]=[CH:17][CH:16]=[CH:15][CH:14]=1.[K+].[Br-]. Product: [C:13]1([C:12]2[O:11][C:3]3[CH:4]=[CH:5][C:6]([N+:8]([O-:10])=[O:9])=[CH:7][C:2]=3[N:1]=2)[CH:18]=[CH:17][CH:16]=[CH:15][CH:14]=1. The catalyst class is: 147. (4) Reactant: O=[CH:2][C:3]1[CH:11]=[CH:10][C:8]([OH:9])=[C:5]([O:6][CH3:7])[CH:4]=1.[F:12][C:13]([F:24])([F:23])[C:14]1[N:19]=[CH:18][C:17]([CH2:20][C:21]#[N:22])=[CH:16][CH:15]=1.N1CCCCC1. Product: [OH:9][C:8]1[CH:10]=[CH:11][C:3](/[CH:2]=[C:20](/[C:17]2[CH:18]=[N:19][C:14]([C:13]([F:24])([F:12])[F:23])=[CH:15][CH:16]=2)\[C:21]#[N:22])=[CH:4][C:5]=1[O:6][CH3:7]. The catalyst class is: 8. (5) Reactant: [NH2:1][C:2]1[N:7]=[C:6]([CH2:8][C:9]2[CH:10]=[N:11][CH:12]=[CH:13][CH:14]=2)[N:5]=[C:4]([OH:15])[C:3]=1[CH2:16][C:17]1([CH2:22][CH3:23])OCCO1.C1COCC1.Cl.N1C=CC=NC=1. Product: [CH2:22]([C:17]1[NH:1][C:2]2[N:7]=[C:6]([CH2:8][C:9]3[CH:10]=[N:11][CH:12]=[CH:13][CH:14]=3)[N:5]=[C:4]([OH:15])[C:3]=2[CH:16]=1)[CH3:23]. The catalyst class is: 6. (6) Product: [C:16]([O:15][C:13]([NH:12][CH2:11][C:5]1([C:3]([OH:4])=[O:2])[CH2:7][CH:6]1[CH:8]([CH3:9])[CH3:10])=[O:14])([CH3:17])([CH3:19])[CH3:18]. Reactant: C[O:2][C:3]([C:5]1([CH2:11][NH:12][C:13]([O:15][C:16]([CH3:19])([CH3:18])[CH3:17])=[O:14])[CH2:7][CH:6]1[CH:8]([CH3:10])[CH3:9])=[O:4].[Li+].[OH-]. The catalyst class is: 24.